This data is from Reaction yield outcomes from USPTO patents with 853,638 reactions. The task is: Predict the reaction yield, written as a fraction of the theoretical maximum amount of product (1.0 means a 100% yield; for example, 0.34 means a 34% yield). (1) The reactants are [Br:1][CH2:2][C:3]1[C:4]([C:13]([F:16])([F:15])[F:14])=[N:5][N:6]([CH3:12])[C:7]=1[O:8][CH:9]([F:11])[F:10].[NH2:17][C:18]([NH2:20])=[S:19]. The catalyst is C(O)C. The product is [BrH:1].[F:10][CH:9]([F:11])[O:8][C:7]1[N:6]([CH3:12])[N:5]=[C:4]([C:13]([F:16])([F:15])[F:14])[C:3]=1[CH2:2][S:19][C:18](=[NH:17])[NH2:20]. The yield is 0.775. (2) The reactants are [CH3:1][C:2]1([CH3:23])[O:6][C:5](=[O:7])[N:4]([C:8]2[CH:16]=[CH:15][C:11]([C:12](Cl)=[O:13])=[CH:10][CH:9]=2)[C@H:3]1[C:17]1[CH:22]=[CH:21][CH:20]=[CH:19][CH:18]=1.[N:24]1[C:33]2[C:28](=[N:29][CH:30]=[CH:31][CH:32]=2)[C:27]([NH2:34])=[CH:26][CH:25]=1.CCN(C(C)C)C(C)C. The catalyst is C(Cl)Cl. The product is [CH3:1][C:2]1([CH3:23])[O:6][C:5](=[O:7])[N:4]([C:8]2[CH:16]=[CH:15][C:11]([C:12]([NH:34][C:27]3[C:28]4[C:33](=[CH:32][CH:31]=[CH:30][N:29]=4)[N:24]=[CH:25][CH:26]=3)=[O:13])=[CH:10][CH:9]=2)[C@H:3]1[C:17]1[CH:22]=[CH:21][CH:20]=[CH:19][CH:18]=1. The yield is 0.960. (3) The reactants are [NH2:1][C:2]1[N:11]=[CH:10][C:9]2[C:4](=[C:5]([O:26][CH3:27])[C:6](/[CH:19]=[CH:20]/[C:21]([O:23]CC)=[O:22])=[CH:7][C:8]=2[C:12]2[CH:17]=[CH:16][CH:15]=[C:14]([Cl:18])[CH:13]=2)[N:3]=1.[OH-].[Li+].Cl. The catalyst is C1COCC1.CO. The product is [NH2:1][C:2]1[N:11]=[CH:10][C:9]2[C:4](=[C:5]([O:26][CH3:27])[C:6](/[CH:19]=[CH:20]/[C:21]([OH:23])=[O:22])=[CH:7][C:8]=2[C:12]2[CH:17]=[CH:16][CH:15]=[C:14]([Cl:18])[CH:13]=2)[N:3]=1. The yield is 0.900. (4) The reactants are P(Cl)(Cl)([Cl:3])=O.CN([CH:9]=[O:10])C.[CH3:11][C:12](=O)[C:13]([CH3:16])([CH3:15])[CH3:14].N. No catalyst specified. The product is [Cl:3][C:12]([C:13]([CH3:16])([CH3:15])[CH3:14])=[CH:11][CH:9]=[O:10]. The yield is 0.800.